From a dataset of Full USPTO retrosynthesis dataset with 1.9M reactions from patents (1976-2016). Predict the reactants needed to synthesize the given product. Given the product [Br:14][C:15]1[CH:22]=[CH:21][C:18]([CH:19]=[C:5]2[C:4]([CH3:9])([CH3:8])[O:3][C:2]([CH3:10])([CH3:1])[C:6]2=[O:7])=[C:17]([CH3:23])[CH:16]=1, predict the reactants needed to synthesize it. The reactants are: [CH3:1][C:2]1([CH3:10])[C:6](=[O:7])[CH2:5][C:4]([CH3:9])([CH3:8])[O:3]1.C[O-].[Na+].[Br:14][C:15]1[CH:22]=[CH:21][C:18]([CH:19]=O)=[C:17]([CH3:23])[CH:16]=1.